From a dataset of NCI-60 drug combinations with 297,098 pairs across 59 cell lines. Regression. Given two drug SMILES strings and cell line genomic features, predict the synergy score measuring deviation from expected non-interaction effect. (1) Drug 1: C1CCC(CC1)NC(=O)N(CCCl)N=O. Cell line: SR. Synergy scores: CSS=44.1, Synergy_ZIP=-1.78, Synergy_Bliss=-3.25, Synergy_Loewe=-13.7, Synergy_HSA=-2.62. Drug 2: C1=NC2=C(N=C(N=C2N1C3C(C(C(O3)CO)O)O)F)N. (2) Drug 1: CS(=O)(=O)C1=CC(=C(C=C1)C(=O)NC2=CC(=C(C=C2)Cl)C3=CC=CC=N3)Cl. Drug 2: CC1CCC2CC(C(=CC=CC=CC(CC(C(=O)C(C(C(=CC(C(=O)CC(OC(=O)C3CCCCN3C(=O)C(=O)C1(O2)O)C(C)CC4CCC(C(C4)OC)O)C)C)O)OC)C)C)C)OC. Cell line: TK-10. Synergy scores: CSS=35.9, Synergy_ZIP=5.72, Synergy_Bliss=7.51, Synergy_Loewe=-3.01, Synergy_HSA=8.62. (3) Synergy scores: CSS=43.3, Synergy_ZIP=4.91, Synergy_Bliss=1.77, Synergy_Loewe=1.27, Synergy_HSA=3.23. Drug 2: CC(C)(C#N)C1=CC(=CC(=C1)CN2C=NC=N2)C(C)(C)C#N. Drug 1: C1=NC2=C(N1)C(=S)N=C(N2)N. Cell line: HOP-62. (4) Drug 1: CC1=C(C=C(C=C1)C(=O)NC2=CC(=CC(=C2)C(F)(F)F)N3C=C(N=C3)C)NC4=NC=CC(=N4)C5=CN=CC=C5. Drug 2: CC1=C2C(C(=O)C3(C(CC4C(C3C(C(C2(C)C)(CC1OC(=O)C(C(C5=CC=CC=C5)NC(=O)C6=CC=CC=C6)O)O)OC(=O)C7=CC=CC=C7)(CO4)OC(=O)C)O)C)OC(=O)C. Cell line: T-47D. Synergy scores: CSS=-7.32, Synergy_ZIP=5.06, Synergy_Bliss=-3.73, Synergy_Loewe=-15.9, Synergy_HSA=-12.8. (5) Cell line: 786-0. Drug 2: C(CCl)NC(=O)N(CCCl)N=O. Drug 1: CC12CCC(CC1=CCC3C2CCC4(C3CC=C4C5=CN=CC=C5)C)O. Synergy scores: CSS=20.7, Synergy_ZIP=-2.95, Synergy_Bliss=3.74, Synergy_Loewe=0.890, Synergy_HSA=4.33. (6) Drug 1: CC(CN1CC(=O)NC(=O)C1)N2CC(=O)NC(=O)C2. Drug 2: CS(=O)(=O)CCNCC1=CC=C(O1)C2=CC3=C(C=C2)N=CN=C3NC4=CC(=C(C=C4)OCC5=CC(=CC=C5)F)Cl. Cell line: CAKI-1. Synergy scores: CSS=35.0, Synergy_ZIP=-6.34, Synergy_Bliss=-1.62, Synergy_Loewe=4.31, Synergy_HSA=4.76.